From a dataset of hERG Central: cardiac toxicity at 1µM, 10µM, and general inhibition. Predict hERG channel inhibition at various concentrations. The drug is CN1CCN(S(=O)(=O)c2ccc(N(C)Cc3ccc(OC(F)F)cc3)c([N+](=O)[O-])c2)CC1. Results: hERG_inhib (hERG inhibition (general)): blocker.